Task: Regression. Given a peptide amino acid sequence and an MHC pseudo amino acid sequence, predict their binding affinity value. This is MHC class I binding data.. Dataset: Peptide-MHC class I binding affinity with 185,985 pairs from IEDB/IMGT (1) The peptide sequence is SVFALLPPQ. The MHC is HLA-B51:01 with pseudo-sequence HLA-B51:01. The binding affinity (normalized) is 0.0847. (2) The peptide sequence is KSAFYQSYL. The MHC is HLA-A26:01 with pseudo-sequence HLA-A26:01. The binding affinity (normalized) is 0.0847. (3) The peptide sequence is YPLHEQYGM. The MHC is HLA-A30:02 with pseudo-sequence HLA-A30:02. The binding affinity (normalized) is 0.0658. (4) The peptide sequence is LPSPACQLV. The binding affinity (normalized) is 0.0641. The MHC is HLA-B35:01 with pseudo-sequence HLA-B35:01. (5) The peptide sequence is LSLDVSAAFY. The MHC is HLA-A29:02 with pseudo-sequence HLA-A29:02. The binding affinity (normalized) is 0.650. (6) The peptide sequence is THLEVCFMY. The MHC is HLA-A11:01 with pseudo-sequence HLA-A11:01. The binding affinity (normalized) is 0.0847. (7) The peptide sequence is YVYFYDLSY. The MHC is HLA-C15:02 with pseudo-sequence HLA-C15:02. The binding affinity (normalized) is 0.308. (8) The peptide sequence is DAEFVMCLEA. The MHC is HLA-A02:02 with pseudo-sequence HLA-A02:02. The binding affinity (normalized) is 0.280.